Predict which catalyst facilitates the given reaction. From a dataset of Catalyst prediction with 721,799 reactions and 888 catalyst types from USPTO. (1) Reactant: [CH:1]([NH:4][N:5]1[C:17]2[C:16]3[CH:15]=[CH:14][CH:13]=[CH:12][C:11]=3[N:10]=[CH:9][C:8]=2[N:7]=[C:6]1[CH2:18][CH2:19][CH3:20])([CH3:3])[CH3:2].C1C=C(Cl)C=C(C(OO)=O)C=1.[OH-].[NH4+:33].C1(C)C=CC(S(Cl)(=O)=O)=CC=1. Product: [CH:1]([NH:4][N:5]1[C:17]2[C:16]3[CH:15]=[CH:14][CH:13]=[CH:12][C:11]=3[N:10]=[C:9]([NH2:33])[C:8]=2[N:7]=[C:6]1[CH2:18][CH2:19][CH3:20])([CH3:3])[CH3:2]. The catalyst class is: 146. (2) Reactant: [Si]([O:8][CH2:9][CH2:10][C:11]1[N:15]([CH:16]([C:21]2[CH:28]=[CH:27][CH:26]=[CH:25][C:22]=2[C:23]#N)[C:17]([OH:20])([CH3:19])[CH3:18])[CH:14]=[N:13][CH:12]=1)(C(C)(C)C)(C)C.S(=O)(=O)(O)[OH:30].O.[OH-].[Na+]. Product: [OH:8][CH2:9][CH2:10][C:11]1[N:15]([CH:16]2[C:21]3[C:22](=[CH:25][CH:26]=[CH:27][CH:28]=3)[C:23](=[O:30])[O:20][C:17]2([CH3:19])[CH3:18])[CH:14]=[N:13][CH:12]=1. The catalyst class is: 1. (3) Reactant: [NH2:1][C:2]1[C:10]([F:11])=[CH:9][C:5]([C:6]([OH:8])=O)=[C:4]([F:12])[CH:3]=1.[N:13]1([CH2:18][C:19]2([CH2:22][NH2:23])[CH2:21][CH2:20]2)[CH2:17][CH2:16][CH2:15][CH2:14]1.CN(C(ON1N=NC2C=CC=NC1=2)=[N+](C)C)C.F[P-](F)(F)(F)(F)F.CCN(C(C)C)C(C)C. Product: [NH2:1][C:2]1[C:10]([F:11])=[CH:9][C:5]([C:6]([NH:23][CH2:22][C:19]2([CH2:18][N:13]3[CH2:17][CH2:16][CH2:15][CH2:14]3)[CH2:20][CH2:21]2)=[O:8])=[C:4]([F:12])[CH:3]=1. The catalyst class is: 121.